Predict which catalyst facilitates the given reaction. From a dataset of Catalyst prediction with 721,799 reactions and 888 catalyst types from USPTO. (1) Reactant: [C:1](Cl)(=[O:15])[CH2:2][CH2:3][CH2:4][CH2:5][CH2:6][CH2:7][CH2:8][CH2:9][CH2:10][CH2:11][CH2:12][CH2:13][CH3:14].[CH2:17]([NH2:20])[C:18]#[CH:19]. Product: [CH2:17]([NH:20][C:1](=[O:15])[CH2:2][CH2:3][CH2:4][CH2:5][CH2:6][CH2:7][CH2:8][CH2:9][CH2:10][CH2:11][CH2:12][CH2:13][CH2:14][CH2:1][CH2:2][CH2:3][CH3:4])[C:18]#[CH:19]. The catalyst class is: 7. (2) Reactant: [CH3:1][O:2][N:3]=[C:4]([C:33]1[CH:38]=[CH:37][CH:36]=[CH:35][CH:34]=1)[C:5]1[CH:32]=[CH:31][C:8]2[N:9]([CH2:13][CH2:14][O:15][C:16]3[CH:30]=[CH:29][C:19]([O:20][C:21]([CH3:28])([CH3:27])[C:22]([O:24]CC)=[O:23])=[CH:18][CH:17]=3)[C:10](=[O:12])[S:11][C:7]=2[CH:6]=1.[OH-].[K+].Cl. Product: [CH3:1][O:2][N:3]=[C:4]([C:33]1[CH:38]=[CH:37][CH:36]=[CH:35][CH:34]=1)[C:5]1[CH:32]=[CH:31][C:8]2[N:9]([CH2:13][CH2:14][O:15][C:16]3[CH:30]=[CH:29][C:19]([O:20][C:21]([CH3:28])([CH3:27])[C:22]([OH:24])=[O:23])=[CH:18][CH:17]=3)[C:10](=[O:12])[S:11][C:7]=2[CH:6]=1. The catalyst class is: 8. (3) Reactant: C(=O)([O-])[O-].[K+].[K+].[CH2:7]([O:9][C:10]([CH:12]1[C:18](=[O:19])[CH2:17][CH2:16][N:15]([C:20]([O:22][C:23]([CH3:26])([CH3:25])[CH3:24])=[O:21])[CH2:14][CH2:13]1)=[O:11])[CH3:8].Br[CH2:28][C:29]([O:31][CH2:32][CH3:33])=[O:30]. Product: [CH2:7]([O:9][C:10]([C:12]1([CH2:28][C:29]([O:31][CH2:32][CH3:33])=[O:30])[C:18](=[O:19])[CH2:17][CH2:16][N:15]([C:20]([O:22][C:23]([CH3:25])([CH3:24])[CH3:26])=[O:21])[CH2:14][CH2:13]1)=[O:11])[CH3:8]. The catalyst class is: 18. (4) Reactant: [H-].[Na+].[CH2:3]([O:10][C:11](=[O:19])[NH:12][C@H:13]1[CH2:17][CH2:16][NH:15][C:14]1=[O:18])[C:4]1[CH:9]=[CH:8][CH:7]=[CH:6][CH:5]=1.[CH2:20](Br)[C:21]#[CH:22]. Product: [CH2:3]([O:10][C:11](=[O:19])[NH:12][C@H:13]1[CH2:17][CH2:16][N:15]([CH2:22][C:21]#[CH:20])[C:14]1=[O:18])[C:4]1[CH:5]=[CH:6][CH:7]=[CH:8][CH:9]=1. The catalyst class is: 118. (5) Reactant: [C:1]([C:3]1[CH:8]=[CH:7][C:6]([C:9]2(C(O)=O)[CH2:12][C:11]([F:14])([F:13])[CH2:10]2)=[CH:5][CH:4]=1)#[N:2].C1C=CC(P([N:32]=[N+]=[N-])(C2C=CC=CC=2)=O)=CC=1.[Cl:35][C:36]1[CH:37]=[C:38]([C:43]2[C:51]([C:52]([NH2:54])=[O:53])=[C:46]3[CH2:47][NH:48][CH2:49][CH2:50][N:45]3[N:44]=2)[CH:39]=[CH:40][C:41]=1[F:42].C1[CH2:59][O:58]CC1. Product: [Cl:35][C:36]1[CH:37]=[C:38]([C:43]2[C:51]([C:52]([NH2:54])=[O:53])=[C:46]3[CH2:47][N:48]([C:59]([NH:32][C:9]4([C:6]5[CH:5]=[CH:4][C:3]([C:1]#[N:2])=[CH:8][CH:7]=5)[CH2:10][C:11]([F:13])([F:14])[CH2:12]4)=[O:58])[CH2:49][CH2:50][N:45]3[N:44]=2)[CH:39]=[CH:40][C:41]=1[F:42]. The catalyst class is: 260. (6) Reactant: [CH2:1]([C:3]1[CH:8]=[C:7]([C:9]2[N:13]([C:14]3[CH:19]=[CH:18][C:17]([S:20]([CH3:23])(=[O:22])=[O:21])=[C:16]([F:24])[CH:15]=3)[N:12]=[C:11]([C:25]([F:28])([F:27])[F:26])[CH:10]=2)[CH:6]=[CH:5][C:4]=1[OH:29])[CH3:2].C(N(CC)CC)C.[F:37][C:38]([F:51])([F:50])[S:39](O[S:39]([C:38]([F:51])([F:50])[F:37])(=[O:41])=[O:40])(=[O:41])=[O:40].O. Product: [F:37][C:38]([F:51])([F:50])[S:39]([O:29][C:4]1[CH:5]=[CH:6][C:7]([C:9]2[N:13]([C:14]3[CH:19]=[CH:18][C:17]([S:20]([CH3:23])(=[O:22])=[O:21])=[C:16]([F:24])[CH:15]=3)[N:12]=[C:11]([C:25]([F:26])([F:28])[F:27])[CH:10]=2)=[CH:8][C:3]=1[CH2:1][CH3:2])(=[O:41])=[O:40]. The catalyst class is: 2.